From a dataset of Reaction yield outcomes from USPTO patents with 853,638 reactions. Predict the reaction yield, written as a fraction of the theoretical maximum amount of product (1.0 means a 100% yield; for example, 0.34 means a 34% yield). (1) The reactants are [O:1]1[C:6]2[CH:7]=[CH:8][CH:9]=[C:10]([CH:11]([C:13]3[N:14]=[CH:15][N:16](C(C4C=CC=CC=4)(C4C=CC=CC=4)C4C=CC=CC=4)[CH:17]=3)O)[C:5]=2[O:4][CH2:3][CH2:2]1.C(O)(C(F)(F)F)=O.C([SiH](CC)CC)C. The catalyst is ClCCl. The product is [O:1]1[C:6]2[CH:7]=[CH:8][CH:9]=[C:10]([CH2:11][C:13]3[NH:14][CH:15]=[N:16][CH:17]=3)[C:5]=2[O:4][CH2:3][CH2:2]1. The yield is 0.720. (2) The reactants are [C:1]([O:5][C:6]([N:8]1[CH2:13][CH2:12][CH:11]([C:14]2[S:15][CH2:16][CH:17]([C:19]([O:21][CH2:22][CH3:23])=[O:20])[N:18]=2)[CH2:10][CH2:9]1)=[O:7])([CH3:4])([CH3:3])[CH3:2]. The catalyst is C1(C)C=CC=CC=1.O=[Mn]=O. The product is [C:1]([O:5][C:6]([N:8]1[CH2:9][CH2:10][CH:11]([C:14]2[S:15][CH:16]=[C:17]([C:19]([O:21][CH2:22][CH3:23])=[O:20])[N:18]=2)[CH2:12][CH2:13]1)=[O:7])([CH3:4])([CH3:3])[CH3:2]. The yield is 0.300. (3) The reactants are [CH3:1][N:2]([S:23]([C:26]1[CH:31]=[CH:30][CH:29]=[CH:28][N:27]=1)(=[O:25])=[O:24])[C:3]1[CH:4]=[C:5]([O:15][CH2:16][CH2:17][CH2:18][S:19]([CH3:22])(=[O:21])=[O:20])[CH:6]=[C:7]2[C:11]=1[NH:10][C:9]([C:12](O)=[O:13])=[CH:8]2.[CH2:32]([S:39][CH:40]([CH:43]([O:46][CH3:47])[O:44][CH3:45])[CH2:41][NH2:42])[C:33]1[CH:38]=[CH:37][CH:36]=[CH:35][CH:34]=1.N1(O)C2C=CC=CC=2N=N1.Cl.CN(C)CCCN=C=NCC. The catalyst is O.CN(C)C=O. The product is [CH2:32]([S:39][CH:40]([CH:43]([O:44][CH3:45])[O:46][CH3:47])[CH2:41][NH:42][C:12]([C:9]1[NH:10][C:11]2[C:7]([CH:8]=1)=[CH:6][C:5]([O:15][CH2:16][CH2:17][CH2:18][S:19]([CH3:22])(=[O:20])=[O:21])=[CH:4][C:3]=2[N:2]([CH3:1])[S:23]([C:26]1[CH:31]=[CH:30][CH:29]=[CH:28][N:27]=1)(=[O:24])=[O:25])=[O:13])[C:33]1[CH:38]=[CH:37][CH:36]=[CH:35][CH:34]=1. The yield is 0.870. (4) The reactants are [CH3:1][CH:2]([CH3:15])[CH2:3][CH:4]([CH2:11][N+:12]([O-:14])=[O:13])[CH2:5][C:6]([O:8]CC)=[O:7].[OH-].[Li+]. The catalyst is C1COCC1.O. The product is [N+:12]([CH2:11][CH:4]([CH2:3][CH:2]([CH3:15])[CH3:1])[CH2:5][C:6]([OH:8])=[O:7])([O-:14])=[O:13]. The yield is 0.850. (5) The reactants are [NH:1]1[C:9]2[C:4](=[C:5]([CH2:10][CH2:11][CH2:12][OH:13])[CH:6]=[CH:7][CH:8]=2)[CH:3]=[CH:2]1.[C:14]1([SH:20])[CH:19]=[CH:18][CH:17]=[CH:16][CH:15]=1.[I-].[K+].II. The catalyst is C(O)C.O.C(OCC)(=O)C. The product is [C:14]1([S:20][C:3]2[C:4]3[C:9](=[CH:8][CH:7]=[CH:6][C:5]=3[CH2:10][CH2:11][CH2:12][OH:13])[NH:1][CH:2]=2)[CH:19]=[CH:18][CH:17]=[CH:16][CH:15]=1. The yield is 0.710.